This data is from Peptide-MHC class I binding affinity with 185,985 pairs from IEDB/IMGT. The task is: Regression. Given a peptide amino acid sequence and an MHC pseudo amino acid sequence, predict their binding affinity value. This is MHC class I binding data. The peptide sequence is FLKDVMESM. The MHC is HLA-B08:01 with pseudo-sequence HLA-B08:01. The binding affinity (normalized) is 0.532.